This data is from Catalyst prediction with 721,799 reactions and 888 catalyst types from USPTO. The task is: Predict which catalyst facilitates the given reaction. (1) Reactant: [CH:1]1([NH:4][C:5](=[O:32])[C:6]2[CH:11]=[CH:10][C:9]([CH3:12])=[C:8]([C:13]3[CH:14]=[C:15]4[C:20](=[CH:21][CH:22]=3)[C:19](=[O:23])[N:18]([CH2:24][C:25]3[CH:30]=[CH:29][C:28]([OH:31])=[CH:27][CH:26]=3)[CH:17]=[CH:16]4)[CH:7]=2)[CH2:3][CH2:2]1.C(=O)([O-])[O-].[K+].[K+].Br[CH2:40][CH2:41][Cl:42]. Product: [Cl:42][CH2:41][CH2:40][O:31][C:28]1[CH:27]=[CH:26][C:25]([CH2:24][N:18]2[CH:17]=[CH:16][C:15]3[C:20](=[CH:21][CH:22]=[C:13]([C:8]4[CH:7]=[C:6]([CH:11]=[CH:10][C:9]=4[CH3:12])[C:5]([NH:4][CH:1]4[CH2:2][CH2:3]4)=[O:32])[CH:14]=3)[C:19]2=[O:23])=[CH:30][CH:29]=1. The catalyst class is: 10. (2) Reactant: [O:1]1[CH2:3][C@@H:2]1[CH2:4][O:5][C@@H:6]([C:8]1[CH:13]=[CH:12][CH:11]=[CH:10][C:9]=1[CH:14]=[CH:15][C:16]([O:18][CH3:19])=[O:17])[CH3:7]. Product: [O:1]1[CH2:3][C@@H:2]1[CH2:4][O:5][C@@H:6]([C:8]1[CH:13]=[CH:12][CH:11]=[CH:10][C:9]=1[CH2:14][CH2:15][C:16]([O:18][CH3:19])=[O:17])[CH3:7]. The catalyst class is: 5. (3) Reactant: [CH3:1][C:2]([O:5][C:6]([NH:8][C@@H:9]1[C:12](=[O:13])[O:11][CH2:10]1)=[O:7])([CH3:4])[CH3:3].[I:14][C:15]1[CH:16]=[N:17][NH:18][CH:19]=1. The catalyst class is: 23. Product: [C:2]([O:5][C:6]([NH:8][C@@H:9]([CH2:10][N:17]1[CH:16]=[C:15]([I:14])[CH:19]=[N:18]1)[C:12]([OH:11])=[O:13])=[O:7])([CH3:4])([CH3:3])[CH3:1]. (4) Reactant: [CH3:1][O:2][C:3]1[CH:4]=[C:5]2[C:10](=[CH:11][C:12]=1[O:13][CH3:14])[N:9]=[CH:8][C:7]([C:15]#[N:16])=[C:6]2[CH3:17].CO[C:20](=O)[C:21]1[CH:26]=[C:25]([Br:27])[CH:24]=[N:23][CH:22]=1.[Li+].C[Si]([N-:34][Si](C)(C)C)(C)C.[Cl-].[NH4+].C([O-])(=O)C.[NH4+]. Product: [Br:27][C:25]1[CH:26]=[C:21]([C:20]2[CH:17]=[C:6]3[C:7](=[C:15]([NH2:34])[N:16]=2)[CH:8]=[N:9][C:10]2[CH:11]=[C:12]([O:13][CH3:14])[C:3]([O:2][CH3:1])=[CH:4][C:5]3=2)[CH:22]=[N:23][CH:24]=1. The catalyst class is: 1. (5) Reactant: [NH:1]1[C:5]([N:6]2[CH2:11][CH2:10][CH:9]([CH2:12][CH2:13][CH2:14][O:15][C:16]3[CH:17]=[C:18]4[C:23](=[CH:24][CH:25]=3)[CH2:22][N:21]([S:26]([CH3:29])(=[O:28])=[O:27])[CH2:20][CH2:19]4)[CH2:8][CH2:7]2)=[N:4][N:3]=[N:2]1.Br[CH2:31][CH2:32][NH:33]C(=O)OCC1C2C=CC=CC=2C2C1=CC=CC=2.C([O-])([O-])=O.[K+].[K+].N1CCCCC1. Product: [CH3:29][S:26]([N:21]1[CH2:20][CH2:19][C:18]2[C:23](=[CH:24][CH:25]=[C:16]([O:15][CH2:14][CH2:13][CH2:12][CH:9]3[CH2:10][CH2:11][N:6]([C:5]4[N:4]=[N:3][N:2]([CH2:31][CH2:32][NH2:33])[N:1]=4)[CH2:7][CH2:8]3)[CH:17]=2)[CH2:22]1)(=[O:28])=[O:27]. The catalyst class is: 3. (6) The catalyst class is: 61. Product: [N:48]1([CH2:47][CH2:46][O:43][C:40]2[CH:41]=[CH:42][C:37]([NH:36][C:34]3[S:35][C:31]([C:28]4[CH:29]=[CH:30][S:26][CH:27]=4)=[CH:32][N:33]=3)=[CH:38][CH:39]=2)[CH2:52][CH2:51][CH2:50][CH2:49]1. Reactant: CN(C)CCCOC1C=CC(C2SC(NC3C=CC=CC=3)=NC=2)=CC=1.[S:26]1[CH:30]=[CH:29][C:28]([C:31]2[S:35][C:34]([NH:36][C:37]3[CH:42]=[CH:41][C:40]([OH:43])=[CH:39][CH:38]=3)=[N:33][CH:32]=2)=[CH:27]1.Cl.Cl[CH2:46][CH2:47][N:48]1[CH2:52][CH2:51][CH2:50][CH2:49]1. (7) Reactant: [CH:1]1([NH:4][C:5]([C:7]2[CH:8]=[CH:9][C:10]([CH3:37])=[C:11]([C:13]3[CH:14]=[C:15]4[C:20](=[CH:21][CH:22]=3)[C:19]([N:23]3[CH2:28][CH2:27][N:26](C(OC(C)(C)C)=O)[CH2:25][C@@H:24]3[CH3:36])=[N:18][N:17]=[CH:16]4)[CH:12]=2)=[O:6])[CH2:3][CH2:2]1.Cl. Product: [CH:1]1([NH:4][C:5](=[O:6])[C:7]2[CH:8]=[CH:9][C:10]([CH3:37])=[C:11]([C:13]3[CH:14]=[C:15]4[C:20](=[CH:21][CH:22]=3)[C:19]([N:23]3[CH2:28][CH2:27][NH:26][CH2:25][C@@H:24]3[CH3:36])=[N:18][N:17]=[CH:16]4)[CH:12]=2)[CH2:3][CH2:2]1. The catalyst class is: 5. (8) Reactant: [Cl:1][C:2]1[CH:3]=[C:4]([N:9]2[C:13](=[O:14])[CH2:12][N:11]([CH3:15])[C:10]2=[O:16])[CH:5]=[C:6]([Cl:8])[CH:7]=1.[C:17]([C:19]1[CH:26]=[CH:25][C:22]([CH:23]=O)=[CH:21][CH:20]=1)#[N:18].N1CCCC1.C1COCC1. Product: [Cl:8][C:6]1[CH:5]=[C:4]([N:9]2[C:13](=[O:14])/[C:12](=[CH:23]\[C:22]3[CH:25]=[CH:26][C:19]([C:17]#[N:18])=[CH:20][CH:21]=3)/[N:11]([CH3:15])[C:10]2=[O:16])[CH:3]=[C:2]([Cl:1])[CH:7]=1. The catalyst class is: 14. (9) Reactant: [NH2:1][N:2]1[C:6]([CH3:7])=[CH:5][CH:4]=[C:3]1[C:8]([NH2:10])=[O:9].[C:11]([O-])(=[O:13])C.[Na+]. Product: [CH:11]([NH:1][N:2]1[C:6]([CH3:7])=[CH:5][CH:4]=[C:3]1[C:8]([NH2:10])=[O:9])=[O:13]. The catalyst class is: 106. (10) Reactant: [C:1]([C:3]1[CH:4]=[C:5]([CH:17]=[CH:18][CH:19]=1)[CH2:6][NH:7][CH2:8][CH2:9][C:10]([O:12][C:13]([CH3:16])([CH3:15])[CH3:14])=[O:11])#[N:2].[C:20](O[C:20]([O:22][C:23]([CH3:26])([CH3:25])[CH3:24])=[O:21])([O:22][C:23]([CH3:26])([CH3:25])[CH3:24])=[O:21]. Product: [C:23]([O:22][C:20]([N:7]([CH2:6][C:5]1[CH:17]=[CH:18][CH:19]=[C:3]([C:1]#[N:2])[CH:4]=1)[CH2:8][CH2:9][C:10]([O:12][C:13]([CH3:16])([CH3:14])[CH3:15])=[O:11])=[O:21])([CH3:26])([CH3:25])[CH3:24]. The catalyst class is: 1.